This data is from Full USPTO retrosynthesis dataset with 1.9M reactions from patents (1976-2016). The task is: Predict the reactants needed to synthesize the given product. (1) Given the product [Br:1][C:2]1[CH:11]=[CH:10][C:9]2[N:8]=[CH:7][C:6]3[N:12]([CH3:16])[C:13](=[O:15])[O:14][C:5]=3[C:4]=2[CH:3]=1, predict the reactants needed to synthesize it. The reactants are: [Br:1][C:2]1[CH:11]=[CH:10][C:9]2[N:8]=[CH:7][C:6]3[NH:12][C:13](=[O:15])[O:14][C:5]=3[C:4]=2[CH:3]=1.[CH3:16]N(C)C=O.[H-].[Na+].IC. (2) Given the product [CH2:1]([O:3][C:4]1[CH:23]=[CH:22][C:7]([O:8][CH:9]2[CH2:10][N:11]([C:13]3[CH:18]=[CH:17][C:16]([C@@H:19]([NH:21][C:26](=[O:27])[C:25]([F:36])([F:35])[F:24])[CH3:20])=[CH:15][CH:14]=3)[CH2:12]2)=[CH:6][CH:5]=1)[CH3:2], predict the reactants needed to synthesize it. The reactants are: [CH2:1]([O:3][C:4]1[CH:23]=[CH:22][C:7]([O:8][CH:9]2[CH2:12][N:11]([C:13]3[CH:18]=[CH:17][C:16]([C@@H:19]([NH2:21])[CH3:20])=[CH:15][CH:14]=3)[CH2:10]2)=[CH:6][CH:5]=1)[CH3:2].[F:24][C:25]([F:36])([F:35])[C:26](O[C:26](=[O:27])[C:25]([F:36])([F:35])[F:24])=[O:27]. (3) Given the product [CH:5]([C:7]1[CH:14]=[CH:13][C:10]([CH2:11][S:1][C:2]#[N:3])=[CH:9][CH:8]=1)=[CH2:6], predict the reactants needed to synthesize it. The reactants are: [S-:1][C:2]#[N:3].[NH4+].[CH:5]([C:7]1[CH:14]=[CH:13][C:10]([CH2:11]Cl)=[CH:9][CH:8]=1)=[CH2:6]. (4) Given the product [Cl:15][C:12]1[CH:11]=[C:10]([C:16]2([C:40]([F:41])([F:43])[F:42])[O:20][N:19]=[C:18]([C:21]3[CH:22]=[C:23]4[C:27](=[CH:28][CH:29]=3)[C:26]3([CH2:32][N:31]([C:33]([CH:35]5[CH2:38][S:3](=[O:5])(=[O:2])[CH2:36]5)=[O:34])[CH2:30]3)[O:25][CH2:24]4)[CH2:17]2)[CH:9]=[C:8]([Cl:7])[C:13]=1[F:14], predict the reactants needed to synthesize it. The reactants are: O[O:2][S:3]([O-:5])=O.[K+].[Cl:7][C:8]1[CH:9]=[C:10]([C:16]2([C:40]([F:43])([F:42])[F:41])[O:20][N:19]=[C:18]([C:21]3[CH:22]=[C:23]4[C:27](=[CH:28][CH:29]=3)[C:26]3([CH2:32][N:31]([C:33]([CH:35]5[CH2:38]S(=O)[CH2:36]5)=[O:34])[CH2:30]3)[O:25][CH2:24]4)[CH2:17]2)[CH:11]=[C:12]([Cl:15])[C:13]=1[F:14].